From a dataset of Reaction yield outcomes from USPTO patents with 853,638 reactions. Predict the reaction yield, written as a fraction of the theoretical maximum amount of product (1.0 means a 100% yield; for example, 0.34 means a 34% yield). The reactants are [CH3:1][C:2]1[CH:3]=[C:4]([SH:8])[CH:5]=[CH:6][CH:7]=1.CN(C=O)C.[H-].[Na+].[Si:16]([O:23][C@@H:24]1[C@H:28]([CH2:29][O:30][Si:31]([C:34]([CH3:37])([CH3:36])[CH3:35])([CH3:33])[CH3:32])[CH2:27][C@@H:26]([O:38][C:39]2[N:47]=[CH:46][N:45]=[C:44]3[C:40]=2[N:41]=[C:42](I)[N:43]3C2CCCCO2)[CH2:25]1)([C:19]([CH3:22])([CH3:21])[CH3:20])([CH3:18])[CH3:17]. The product is [Si:16]([O:23][C@@H:24]1[C@H:28]([CH2:29][O:30][Si:31]([C:34]([CH3:35])([CH3:36])[CH3:37])([CH3:32])[CH3:33])[CH2:27][C@@H:26]([O:38][C:39]2[N:47]=[CH:46][N:45]=[C:44]3[C:40]=2[N:41]=[C:42]([S:8][C:4]2[CH:5]=[CH:6][CH:7]=[C:2]([CH3:1])[CH:3]=2)[NH:43]3)[CH2:25]1)([C:19]([CH3:20])([CH3:21])[CH3:22])([CH3:17])[CH3:18]. No catalyst specified. The yield is 0.800.